Dataset: Forward reaction prediction with 1.9M reactions from USPTO patents (1976-2016). Task: Predict the product of the given reaction. (1) Given the reactants O.NN.[CH3:4][O:5][C:6]1[N:7]=[C:8]2[C:17](=[CH:18][CH:19]=1)[N:16]=[CH:15][C:14]1[NH:13][C:12](=[O:20])[CH:11]([C@H:21]3[CH2:26][CH2:25][C@H:24]([N:27]4C(=O)C5C(=CC=CC=5)C4=O)[CH2:23][CH2:22]3)[O:10][C:9]2=1, predict the reaction product. The product is: [NH2:27][C@H:24]1[CH2:25][CH2:26][C@H:21]([CH:11]2[O:10][C:9]3[C:8]4[C:17](=[CH:18][CH:19]=[C:6]([O:5][CH3:4])[N:7]=4)[N:16]=[CH:15][C:14]=3[NH:13][C:12]2=[O:20])[CH2:22][CH2:23]1. (2) Given the reactants CS([C:4]1[N:9]=[CH:8][C:7]2=[CH:10][CH:11]=[C:12]([C:13]3[N:14]([CH2:18][CH2:19][C:20]#[N:21])[CH:15]=[CH:16][CH:17]=3)[N:6]2[N:5]=1)=O.[NH2:22][C:23]1[CH:24]=[C:25]([CH:30]=[CH:31][CH:32]=1)[NH:26][C:27](=[O:29])[CH3:28], predict the reaction product. The product is: [C:20]([CH2:19][CH2:18][N:14]1[CH:15]=[CH:16][CH:17]=[C:13]1[C:12]1[N:6]2[C:7]([CH:8]=[N:9][C:4]([NH:22][C:23]3[CH:24]=[C:25]([NH:26][C:27](=[O:29])[CH3:28])[CH:30]=[CH:31][CH:32]=3)=[N:5]2)=[CH:10][CH:11]=1)#[N:21]. (3) Given the reactants CN([C:4]([O:8]N1N=NC2C=CC=NC1=2)=[N+:5](C)C)C.F[P-](F)(F)(F)(F)F.[C:25]([OH:31])([C:27]([F:30])([F:29])[F:28])=[O:26].[NH:32]1[CH2:36][CH2:35][CH2:34][C@H:33]1[C:37]1[NH:38][C:39]([C:42]2[S:43][C:44]([C:47]3[S:51][C:50]([C:52]4[NH:56][C:55]([C@@H:57]5[CH2:61][CH2:60][CH2:59][NH:58]5)=[N:54][CH:53]=4)=[N:49][CH:48]=3)=[CH:45][N:46]=2)=[CH:40][N:41]=1.[CH3:62][O:63][C:64]([NH:66][C@H:67]([CH:71]([CH3:73])[CH3:72])[C:68]([OH:70])=O)=[O:65].CCN([CH:80]([CH3:82])[CH3:81])C(C)C.[CH3:83][OH:84], predict the reaction product. The product is: [F:28][C:27]([F:30])([F:29])[C:25]([O-:31])=[O:26].[CH3:62][O:63][C:64]([NH:66][C@H:67]([CH:71]([CH3:73])[CH3:72])[C:68]([N:32]1[CH2:36][CH2:35][CH2:34][C@H:33]1[C:37]1[NH:41][CH:40]=[C:39]([C:42]2[S:43][C:44]([C:47]3[S:51][C:50]([C:52]4[N:56]=[C:55]([C@@H:57]5[CH2:61][CH2:60][CH2:59][N:58]5[C:25]([C@H:27]([NH:5][C:4](=[O:8])[O:84][CH3:83])[CH:80]([CH3:81])[CH3:82])=[O:31])[NH:54][CH:53]=4)=[N:49][CH:48]=3)=[CH:45][N:46]=2)[N:38]=1)=[O:70])=[O:65]. (4) Given the reactants CS(O)(=O)=O.[NH2:6][C:7]1[CH:16]=[C:15]2[C:10]([CH:11]=[C:12]([C:20]3[C:21]([Cl:37])=[CH:22][C:23]([F:36])=[C:24]([NH:26][C:27]([NH:29][C:30]4[CH:35]=[CH:34][CH:33]=[CH:32][CH:31]=4)=[O:28])[CH:25]=3)[C:13](=[O:19])[N:14]2[CH2:17][CH3:18])=[CH:9][N:8]=1.[C:38]([CH2:40][C:41](OCC)=[O:42])#[N:39], predict the reaction product. The product is: [Cl:37][C:21]1[CH:22]=[C:23]([F:36])[C:24]([NH:26][C:27]([NH:29][C:30]2[CH:31]=[CH:32][CH:33]=[CH:34][CH:35]=2)=[O:28])=[CH:25][C:20]=1[C:12]1[C:13](=[O:19])[N:14]([CH2:17][CH3:18])[C:15]2[C:10]([CH:11]=1)=[CH:9][N:8]=[C:7]([NH:6][C:41](=[O:42])[CH2:40][C:38]#[N:39])[CH:16]=2.